The task is: Predict the reaction yield, written as a fraction of the theoretical maximum amount of product (1.0 means a 100% yield; for example, 0.34 means a 34% yield).. This data is from Reaction yield outcomes from USPTO patents with 853,638 reactions. (1) The reactants are C[O:2][C:3]([C:5]1[C:6]([CH3:24])=[C:7]2[N:12]([CH:13]=1)[N:11]=[CH:10][N:9]=[C:8]2[CH:14]1[C:22]2[C:17](=[CH:18][CH:19]=[CH:20][CH:21]=2)[NH:16][C:15]1=[O:23])=[O:4].[OH-].[K+]. The catalyst is CO. The product is [O:23]=[C:15]1[CH:14]([C:8]2[C:7]3=[C:6]([CH3:24])[C:5]([C:3]([OH:4])=[O:2])=[CH:13][N:12]3[N:11]=[CH:10][N:9]=2)[C:22]2[C:17](=[CH:18][CH:19]=[CH:20][CH:21]=2)[NH:16]1. The yield is 0.920. (2) The reactants are [Br:1][C:2]1[CH:7]=[CH:6][CH:5]=[CH:4][C:3]=1[O:8][CH3:9].[Cl:10][S:11](O)(=[O:13])=[O:12]. The catalyst is C(Cl)(Cl)Cl. The product is [Br:1][C:2]1[CH:7]=[C:6]([S:11]([Cl:10])(=[O:13])=[O:12])[CH:5]=[CH:4][C:3]=1[O:8][CH3:9]. The yield is 0.980. (3) The reactants are O[CH:2]=[C:3]1[C:11]2[C:6](=[CH:7][C:8]([C:12]([C:14]3[CH:15]=[C:16]([NH:20][C:21]([C:23]4[S:24][CH:25]=[CH:26][CH:27]=4)=[O:22])[CH:17]=[CH:18][CH:19]=3)=[O:13])=[CH:9][CH:10]=2)[NH:5][C:4]1=[O:28].[NH2:29][C:30]1[CH:31]=[C:32]([OH:36])[CH:33]=[CH:34][CH:35]=1. The catalyst is C1COCC1. The product is [OH:36][C:32]1[CH:31]=[C:30]([NH:29][CH:2]=[C:3]2[C:11]3[C:6](=[CH:7][C:8]([C:12]([C:14]4[CH:15]=[C:16]([NH:20][C:21]([C:23]5[S:24][CH:25]=[CH:26][CH:27]=5)=[O:22])[CH:17]=[CH:18][CH:19]=4)=[O:13])=[CH:9][CH:10]=3)[NH:5][C:4]2=[O:28])[CH:35]=[CH:34][CH:33]=1. The yield is 0.840. (4) The reactants are Cl.Cl.[NH:3]1[CH2:8][CH2:7][CH:6]([CH2:9][CH2:10][CH2:11][CH2:12][NH:13][C:14]([C:16]2[NH:24][C:23]3[CH:22]=[CH:21][N:20]=[CH:19][C:18]=3[CH:17]=2)=[O:15])[CH2:5][CH2:4]1.CCN(CC)CC.O1CCOCC1.[Cl:38][C:39]1[CH:44]=[CH:43][C:42]([S:45](Cl)(=[O:47])=[O:46])=[CH:41][CH:40]=1. The catalyst is C(Cl)Cl.CC(N(C)C)=O. The product is [Cl:38][C:39]1[CH:44]=[CH:43][C:42]([S:45]([N:3]2[CH2:8][CH2:7][CH:6]([CH2:9][CH2:10][CH2:11][CH2:12][NH:13][C:14]([C:16]3[NH:24][C:23]4[CH:22]=[CH:21][N:20]=[CH:19][C:18]=4[CH:17]=3)=[O:15])[CH2:5][CH2:4]2)(=[O:47])=[O:46])=[CH:41][CH:40]=1. The yield is 0.750. (5) The reactants are [NH:1]1[CH2:5][CH2:4][CH2:3][CH2:2]1.[C:6]([NH:16][C@@H:17]([C:19](O)=[O:20])[CH3:18])([O:8][CH2:9][C:10]1[CH:15]=[CH:14][CH:13]=[CH:12][CH:11]=1)=[O:7].C1C=NC2N(O)N=NC=2C=1.CN1CCOCC1.C(Cl)CCl. The catalyst is ClCCl.CCOC(C)=O. The product is [CH3:18][C@@H:17]([NH:16][C:6](=[O:7])[O:8][CH2:9][C:10]1[CH:15]=[CH:14][CH:13]=[CH:12][CH:11]=1)[C:19](=[O:20])[N:1]1[CH2:5][CH2:4][CH2:3][CH2:2]1. The yield is 0.900. (6) The reactants are Br[C:2]1[CH:3]=[C:4]([C@:9]2([CH3:26])[CH2:14][C:13]([CH3:16])([CH3:15])[S:12][C:11]([NH:17][C:18](=[O:25])[C:19]3[CH:24]=[CH:23][CH:22]=[CH:21][CH:20]=3)=[N:10]2)[CH:5]=[CH:6][C:7]=1[F:8].[N:27]1[CH:32]=[C:31](B(O)O)[CH:30]=[N:29][CH:28]=1.C(=O)([O-])[O-].[Cs+].[Cs+].ClCCl. The catalyst is COCCOC.C(O)C.O.C1C=CC(P(C2C=CC=CC=2)C2C=CC=CC=2)=CC=1.C1C=CC(P(C2C=CC=CC=2)C2C=CC=CC=2)=CC=1.Cl[Pd]Cl. The product is [F:8][C:7]1[CH:6]=[CH:5][C:4]([C@:9]2([CH3:26])[CH2:14][C:13]([CH3:16])([CH3:15])[S:12][C:11]([NH:17][C:18](=[O:25])[C:19]3[CH:24]=[CH:23][CH:22]=[CH:21][CH:20]=3)=[N:10]2)=[CH:3][C:2]=1[C:31]1[CH:32]=[N:27][CH:28]=[N:29][CH:30]=1. The yield is 0.460. (7) The reactants are [CH:1]([C:4]1[N:8]=[C:7]([N:9]2[CH2:14][CH2:13][CH:12]([N:15]3[CH2:19][CH2:18][C@H:17]([N:20](C)[C:21](=O)OC(C)(C)C)[C:16]3=[O:29])[CH2:11][CH2:10]2)[S:6][N:5]=1)([CH3:3])[CH3:2].C(O)(C(F)(F)F)=O. The catalyst is C(Cl)Cl. The product is [CH:1]([C:4]1[N:8]=[C:7]([N:9]2[CH2:10][CH2:11][CH:12]([N:15]3[CH2:19][CH2:18][C@H:17]([NH:20][CH3:21])[C:16]3=[O:29])[CH2:13][CH2:14]2)[S:6][N:5]=1)([CH3:3])[CH3:2]. The yield is 1.05. (8) The catalyst is O1CCOCC1.C1C=CC([P]([Pd]([P](C2C=CC=CC=2)(C2C=CC=CC=2)C2C=CC=CC=2)([P](C2C=CC=CC=2)(C2C=CC=CC=2)C2C=CC=CC=2)[P](C2C=CC=CC=2)(C2C=CC=CC=2)C2C=CC=CC=2)(C2C=CC=CC=2)C2C=CC=CC=2)=CC=1. The product is [F:11][C:9]1[CH:10]=[C:2]([C:21]2[CH:26]=[CH:25][CH:24]=[CH:23][CH:22]=2)[C:3]([O:19][CH3:20])=[C:4]2[C:8]=1[N:7]([CH3:12])[CH:6]=[C:5]2[CH2:13][C:14]([N:16]([CH3:18])[CH3:17])=[O:15]. The reactants are Br[C:2]1[C:3]([O:19][CH3:20])=[C:4]2[C:8](=[C:9]([F:11])[CH:10]=1)[N:7]([CH3:12])[CH:6]=[C:5]2[CH2:13][C:14]([N:16]([CH3:18])[CH3:17])=[O:15].[C:21]1(B(O)O)[CH:26]=[CH:25][CH:24]=[CH:23][CH:22]=1.C([O-])([O-])=O.[Cs+].[Cs+].O. The yield is 0.810. (9) The reactants are [O:1]=[C:2]1[C:11]([C:12]([O:14][CH2:15][CH3:16])=[O:13])=[N:10][C:9]2[C:4](=[CH:5][CH:6]=[CH:7][CH:8]=2)[NH:3]1.[H-].[Na+].I[CH3:20].O. The catalyst is CN(C)C=O. The product is [CH3:20][N:3]1[C:4]2[C:9](=[CH:8][CH:7]=[CH:6][CH:5]=2)[N:10]=[C:11]([C:12]([O:14][CH2:15][CH3:16])=[O:13])[C:2]1=[O:1]. The yield is 0.710.